Dataset: Catalyst prediction with 721,799 reactions and 888 catalyst types from USPTO. Task: Predict which catalyst facilitates the given reaction. (1) Product: [O:1]1[C:5]2[CH:6]=[CH:7][CH:8]=[CH:9][C:4]=2[N:3]=[C:2]1[CH:16]([OH:15])[C@@H:17]([NH:20][C:21](=[O:27])[O:22][C:23]([CH3:25])([CH3:24])[CH3:26])[CH2:18][CH3:19]. The catalyst class is: 1. Reactant: [O:1]1[C:5]2[CH:6]=[CH:7][CH:8]=[CH:9][C:4]=2[N:3]=[CH:2]1.C([Mg]Cl)(C)C.[O:15]=[CH:16][C@@H:17]([NH:20][C:21](=[O:27])[O:22][C:23]([CH3:26])([CH3:25])[CH3:24])[CH2:18][CH3:19].[Cl-].[NH4+]. (2) Reactant: [CH3:1][S:2][C:3]1[NH:8][C:7](=[O:9])[CH:6]=[CH:5][N:4]=1.[Li+].[CH3:11][Si]([N-][Si](C)(C)C)(C)C.CI. The catalyst class is: 3. Product: [CH3:11][N:8]1[C:7](=[O:9])[CH:6]=[CH:5][N:4]=[C:3]1[S:2][CH3:1].